This data is from Reaction yield outcomes from USPTO patents with 853,638 reactions. The task is: Predict the reaction yield, written as a fraction of the theoretical maximum amount of product (1.0 means a 100% yield; for example, 0.34 means a 34% yield). (1) The reactants are Cl[C:2]1[NH:3][C:4]([C:11]2[CH:16]=[CH:15][C:14]([CH:17]3[CH2:22][CH2:21][CH2:20][CH2:19][CH2:18]3)=[CH:13][CH:12]=2)=[CH:5][C:6]=1[C:7]([O:9][CH3:10])=[O:8].NC1OC(C2C=CC(C3CCCCC3)=CC=2)=CC=1C(OC)=O. The catalyst is CO.C(OCC)(=O)C.[C].[Pd]. The product is [CH:17]1([C:14]2[CH:15]=[CH:16][C:11]([C:4]3[NH:3][CH:2]=[C:6]([C:7]([O:9][CH3:10])=[O:8])[CH:5]=3)=[CH:12][CH:13]=2)[CH2:18][CH2:19][CH2:20][CH2:21][CH2:22]1. The yield is 0.410. (2) The product is [C:1]1([C@H:7]([CH3:11])[C:8]([O:10][CH2:17][CH3:18])=[O:9])[CH:6]=[CH:5][CH:4]=[CH:3][CH:2]=1. The reactants are [C:1]1([C@H:7]([CH3:11])[C:8]([OH:10])=[O:9])[CH:6]=[CH:5][CH:4]=[CH:3][CH:2]=1.C(=O)(O)[O-].[Na+].[CH2:17](O)[CH3:18]. The catalyst is S(=O)(=O)(O)O. The yield is 0.840.